Dataset: Reaction yield outcomes from USPTO patents with 853,638 reactions. Task: Predict the reaction yield, written as a fraction of the theoretical maximum amount of product (1.0 means a 100% yield; for example, 0.34 means a 34% yield). (1) The product is [CH3:16][CH:17]([C:9]1[NH:8][C:3]2=[N:4][CH:5]=[CH:6][CH:7]=[C:2]2[CH:1]=1)[CH3:18]. The catalyst is O1CCCC1. The yield is 0.950. The reactants are [CH3:1][C:2]1[C:3]([NH:8][C:9](=O)OC(C)(C)C)=[N:4][CH:5]=[CH:6][CH:7]=1.[CH2:16]([Li])[CH2:17][CH2:18]C.CN(OC)C(=O)C(C)C.Cl. (2) The reactants are [N:1]1([CH2:6][C@@H:7]2[C@H:10]([NH:11][C:12](=[O:48])/[C:13](=[N:27]\[O:28][C:29]3([C:32]([O:34]C(C4C=CC=CC=4)C4C=CC=CC=4)=[O:33])[CH2:31][CH2:30]3)/[C:14]3[N:15]=[C:16]([NH:19]C(OC(C)(C)C)=O)[S:17][CH:18]=3)[C:9](=[O:49])[N:8]2[S:50]([OH:53])(=[O:52])=[O:51])[CH:5]=[N:4][CH:3]=[N:2]1.C(O)(C(F)(F)F)=O. The catalyst is C(Cl)Cl. The product is [N:1]1([CH2:6][C@@H:7]2[C@H:10]([NH:11][C:12](=[O:48])/[C:13](=[N:27]\[O:28][C:29]3([C:32]([OH:34])=[O:33])[CH2:30][CH2:31]3)/[C:14]3[N:15]=[C:16]([NH2:19])[S:17][CH:18]=3)[C:9](=[O:49])[N:8]2[S:50]([OH:53])(=[O:51])=[O:52])[CH:5]=[N:4][CH:3]=[N:2]1. The yield is 0.410. (3) The reactants are Cl.[Cl:2][C:3]1[CH:4]=[C:5]2[C:9](=[CH:10][CH:11]=1)[NH:8][CH:7]=[C:6]2[CH2:12][CH2:13][NH2:14].[F:15][C:16]1[CH:24]=[C:23]([CH2:25][C:26]2[CH:31]=[CH:30][CH:29]=[C:28]([F:32])[CH:27]=2)[CH:22]=[CH:21][C:17]=1[C:18](O)=[O:19].CN(C(ON1N=NC2C=CC=NC1=2)=[N+](C)C)C.F[P-](F)(F)(F)(F)F.C(N(CC)C(C)C)(C)C. The catalyst is CN(C=O)C. The product is [Cl:2][C:3]1[CH:4]=[C:5]2[C:9](=[CH:10][CH:11]=1)[NH:8][CH:7]=[C:6]2[CH2:12][CH2:13][NH:14][C:18](=[O:19])[C:17]1[CH:21]=[CH:22][C:23]([CH2:25][C:26]2[CH:31]=[CH:30][CH:29]=[C:28]([F:32])[CH:27]=2)=[CH:24][C:16]=1[F:15]. The yield is 0.730. (4) The reactants are C[O:2][C:3]1[CH:4]=[C:5]([C:11]2[O:12][C:13]3[C:18]([C:19](=[O:22])[C:20]=2[OH:21])=[CH:17][C:16]([CH2:23][CH2:24][CH2:25][CH2:26][CH2:27][CH2:28][CH2:29][CH2:30][CH2:31][CH2:32][CH2:33][CH2:34][OH:35])=[CH:15][CH:14]=3)[CH:6]=[CH:7][C:8]=1[O:9]C.B(Br)(Br)Br.CO.O. The catalyst is ClCCl. The product is [OH:2][C:3]1[CH:4]=[C:5]([C:11]2[O:12][C:13]3[C:18]([C:19](=[O:22])[C:20]=2[OH:21])=[CH:17][C:16]([CH2:23][CH2:24][CH2:25][CH2:26][CH2:27][CH2:28][CH2:29][CH2:30][CH2:31][CH2:32][CH2:33][CH2:34][OH:35])=[CH:15][CH:14]=3)[CH:6]=[CH:7][C:8]=1[OH:9]. The yield is 0.550.